Dataset: Full USPTO retrosynthesis dataset with 1.9M reactions from patents (1976-2016). Task: Predict the reactants needed to synthesize the given product. (1) Given the product [F:1][C:2]1[CH:3]=[CH:4][CH:5]=[C:6]2[C:10]=1[N:9]([C@H:11]1[C:15]3[CH:16]=[CH:17][CH:18]=[CH:19][C:14]=3[O:13][C@@H:12]1[CH2:20][N:36]([CH3:41])[CH3:37])[CH2:8][C:7]2([CH3:23])[CH3:22], predict the reactants needed to synthesize it. The reactants are: [F:1][C:2]1[CH:3]=[CH:4][CH:5]=[C:6]2[C:10]=1[N:9]([C@H:11]1[C:15]3[CH:16]=[CH:17][CH:18]=[CH:19][C:14]=3[O:13][C@H:12]1[CH2:20]O)[CH2:8][C:7]2([CH3:23])[CH3:22].C1(C)C=CC(S(Cl)(=O)=O)=CC=1.Cl.[N:36]1[CH:41]=CC=C[CH:37]=1. (2) Given the product [F:26][C:27]1[CH:28]=[CH:29][C:30]([CH3:40])=[C:31]2[C:35]=1[NH:34][C:33]([CH3:36])=[C:32]2[CH2:37][CH2:38][NH:39][C:50](=[O:51])[CH2:49][S:48][C:45]1[CH:46]=[CH:47][C:42]([F:41])=[CH:43][CH:44]=1, predict the reactants needed to synthesize it. The reactants are: CN(C(ON1N=NC2C=CC=NC1=2)=[N+](C)C)C.F[P-](F)(F)(F)(F)F.Cl.[F:26][C:27]1[CH:28]=[CH:29][C:30]([CH3:40])=[C:31]2[C:35]=1[NH:34][C:33]([CH3:36])=[C:32]2[CH2:37][CH2:38][NH2:39].[F:41][C:42]1[CH:47]=[CH:46][C:45]([S:48][CH2:49][C:50](O)=[O:51])=[CH:44][CH:43]=1.C(N(C(C)C)C(C)C)C.C(=O)(O)[O-]. (3) Given the product [C:1]([O:5][C@@H:6]([C:12]1[C:22]([CH3:23])=[CH:21][C:15]2[N:16]=[C:17]([CH:19]=[O:35])[S:18][C:14]=2[C:13]=1[O:24][S:25]([C:28]([F:29])([F:31])[F:30])(=[O:26])=[O:27])[C:7]([O:9][CH2:10][CH3:11])=[O:8])([CH3:2])([CH3:4])[CH3:3], predict the reactants needed to synthesize it. The reactants are: [C:1]([O:5][C@@H:6]([C:12]1[C:22]([CH3:23])=[CH:21][C:15]2[N:16]=[C:17]([CH:19]=C)[S:18][C:14]=2[C:13]=1[O:24][S:25]([C:28]([F:31])([F:30])[F:29])(=[O:27])=[O:26])[C:7]([O:9][CH2:10][CH3:11])=[O:8])([CH3:4])([CH3:3])[CH3:2].C(Cl)Cl.[O:35]=O. (4) Given the product [N:11]1[CH:16]=[CH:15][CH:14]=[CH:13][C:12]=1[O:17][CH2:18][C:19]1[CH:24]=[CH:23][C:22]([CH2:25][CH:26]=[N:6][OH:7])=[CH:21][CH:20]=1, predict the reactants needed to synthesize it. The reactants are: S(O)(O)(=O)=O.[NH2:6][OH:7].O.[OH-].[Na+].[N:11]1[CH:16]=[CH:15][CH:14]=[CH:13][C:12]=1[O:17][CH2:18][C:19]1[CH:24]=[CH:23][C:22]([CH2:25][CH:26]=O)=[CH:21][CH:20]=1. (5) Given the product [Cl:30][C:26]1[CH:25]=[C:24]([CH:29]=[CH:28][CH:27]=1)[C:23]([NH:22][C:16]1[CH:17]=[C:18]([Cl:21])[CH:19]=[CH:20][C:15]=1[N:11]1[CH2:12][CH2:13][CH2:14][NH:8][CH2:9][CH2:10]1)=[O:31], predict the reactants needed to synthesize it. The reactants are: C(OC([N:8]1[CH2:14][CH2:13][CH2:12][N:11]([C:15]2[CH:20]=[CH:19][C:18]([Cl:21])=[CH:17][C:16]=2[NH:22][C:23](=[O:31])[C:24]2[CH:29]=[CH:28][CH:27]=[C:26]([Cl:30])[CH:25]=2)[CH2:10][CH2:9]1)=O)(C)(C)C.Cl. (6) Given the product [CH3:1][O:2][C:3]1[N:8]=[C:7]([N:27]2[CH2:32][CH2:31][O:30][CH2:29][CH2:28]2)[N:6]=[C:5]([NH:13][C@@H:14]2[CH2:19][CH2:18][CH2:17][N:16]([C:20]([O:22][C:23]([CH3:26])([CH3:25])[CH3:24])=[O:21])[CH2:15]2)[CH:4]=1, predict the reactants needed to synthesize it. The reactants are: [CH3:1][O:2][C:3]1[N:8]=[C:7](S(C)(=O)=O)[N:6]=[C:5]([NH:13][C@@H:14]2[CH2:19][CH2:18][CH2:17][N:16]([C:20]([O:22][C:23]([CH3:26])([CH3:25])[CH3:24])=[O:21])[CH2:15]2)[CH:4]=1.[NH:27]1[CH2:32][CH2:31][O:30][CH2:29][CH2:28]1.